This data is from Reaction yield outcomes from USPTO patents with 853,638 reactions. The task is: Predict the reaction yield, written as a fraction of the theoretical maximum amount of product (1.0 means a 100% yield; for example, 0.34 means a 34% yield). The reactants are [F:1][C:2]1[CH:20]=[CH:19][CH:18]=[C:17]([F:21])[C:3]=1[CH2:4][N:5]1[C:10]([CH3:11])=[C:9]([CH:12]=[O:13])[C:8](=[O:14])[C:7](Br)=[C:6]1[CH3:16].[CH3:22][O:23][C:24]1[CH:25]=[C:26](B(O)O)[CH:27]=[CH:28][CH:29]=1. The catalyst is C1C=CC=CC=1.C(O)C.COCCOC.[OH-].[Ba+2].[OH-].C1C=CC([P]([Pd]([P](C2C=CC=CC=2)(C2C=CC=CC=2)C2C=CC=CC=2)([P](C2C=CC=CC=2)(C2C=CC=CC=2)C2C=CC=CC=2)[P](C2C=CC=CC=2)(C2C=CC=CC=2)C2C=CC=CC=2)(C2C=CC=CC=2)C2C=CC=CC=2)=CC=1. The product is [F:1][C:2]1[CH:20]=[CH:19][CH:18]=[C:17]([F:21])[C:3]=1[CH2:4][N:5]1[C:10]([CH3:11])=[C:9]([CH:12]=[O:13])[C:8](=[O:14])[C:7]([C:28]2[CH:27]=[CH:26][CH:25]=[C:24]([O:23][CH3:22])[CH:29]=2)=[C:6]1[CH3:16]. The yield is 0.420.